From a dataset of Catalyst prediction with 721,799 reactions and 888 catalyst types from USPTO. Predict which catalyst facilitates the given reaction. (1) Product: [C:1]([C:5]1[S:9][C:8]([C@H:10]2[CH2:15][C@@H:14]([C:40](=[O:41])[CH2:39][C:38]([O:37][CH2:35][CH3:36])=[O:43])[CH2:13][CH2:12][N:11]2[C:19]([O:21][CH3:22])=[O:20])=[CH:7][CH:6]=1)([CH3:2])([CH3:4])[CH3:3]. The catalyst class is: 1. Reactant: [C:1]([C:5]1[S:9][C:8]([CH:10]2[CH2:15][CH:14](C(O)=O)[CH2:13][CH2:12][N:11]2[C:19]([O:21][CH3:22])=[O:20])=[CH:7][CH:6]=1)([CH3:4])([CH3:3])[CH3:2].N1(C(N2C=CN=C2)=O)C=CN=C1.[CH2:35]([O:37][C:38](=[O:43])[CH2:39][C:40](O)=[O:41])[CH3:36].[K].[Cl-].[Mg+2].[Cl-].Cl. (2) Reactant: [N:1]1([C:7](=[O:26])[CH2:8][O:9][CH:10]2[CH2:15][CH2:14][N:13]([C:16]3[O:17][C:18]4[CH:24]=[C:23]([OH:25])[CH:22]=[CH:21][C:19]=4[N:20]=3)[CH2:12][CH2:11]2)[CH2:6][CH2:5][O:4][CH2:3][CH2:2]1.C(=O)([O-])[O-].[K+].[K+].Br[CH2:34][CH:35]1[CH2:37][CH2:36]1. Product: [CH:35]1([CH2:34][O:25][C:23]2[CH:22]=[CH:21][C:19]3[N:20]=[C:16]([N:13]4[CH2:12][CH2:11][CH:10]([O:9][CH2:8][C:7]([N:1]5[CH2:2][CH2:3][O:4][CH2:5][CH2:6]5)=[O:26])[CH2:15][CH2:14]4)[O:17][C:18]=3[CH:24]=2)[CH2:37][CH2:36]1. The catalyst class is: 39. (3) Reactant: [CH2:1]([N:3]1[CH2:8][C:7]([CH3:10])([CH3:9])[O:6][C:5](=[O:11])[CH:4]1[CH2:12][C:13]([OH:15])=O)[CH3:2].C(N(C(C)C)CC)(C)C.CN(C(ON1N=NC2C=CC=NC1=2)=[N+](C)C)C.F[P-](F)(F)(F)(F)F.[CH3:49][O:50][C:51]1[CH:58]=[CH:57][C:54]([CH2:55][NH2:56])=[CH:53][CH:52]=1. Product: [CH2:1]([N:3]1[CH2:8][C:7]([CH3:9])([CH3:10])[O:6][C:5](=[O:11])[CH:4]1[CH2:12][C:13]([NH:56][CH2:55][C:54]1[CH:57]=[CH:58][C:51]([O:50][CH3:49])=[CH:52][CH:53]=1)=[O:15])[CH3:2]. The catalyst class is: 3. (4) Product: [Si:1]([O:8][CH:9]([C:15]1[S:16][C:17]([C:20]2[N:25]=[C:24]([NH:26][C:27]3[CH:31]=[C:30]([CH:32]4[CH2:33][CH2:34]4)[NH:29][N:28]=3)[C:23]([Cl:35])=[CH:22][N:21]=2)=[CH:18][CH:19]=1)[C:10]([OH:12])=[O:11])([C:4]([CH3:6])([CH3:7])[CH3:5])([CH3:3])[CH3:2]. The catalyst class is: 8. Reactant: [Si:1]([O:8][CH:9]([C:15]1[S:16][C:17]([C:20]2[N:25]=[C:24]([NH:26][C:27]3[CH:31]=[C:30]([CH:32]4[CH2:34][CH2:33]4)[NH:29][N:28]=3)[C:23]([Cl:35])=[CH:22][N:21]=2)=[CH:18][CH:19]=1)[C:10]([O:12]CC)=[O:11])([C:4]([CH3:7])([CH3:6])[CH3:5])([CH3:3])[CH3:2].[OH-].[Na+]. (5) Reactant: [F:1][C:2]1[CH:18]=[CH:17][C:5]([CH2:6][CH:7]2[C:12](=[O:13])[O:11]C(C)(C)[O:9][C:8]2=[O:16])=[CH:4][CH:3]=1.[OH-].[Na+].O. Product: [F:1][C:2]1[CH:3]=[CH:4][C:5]([CH2:6][CH:7]([C:8]([OH:16])=[O:9])[C:12]([OH:13])=[O:11])=[CH:17][CH:18]=1. The catalyst class is: 13. (6) Reactant: [Cl-].O[NH3+:3].[C:4](=[O:7])([O-])[OH:5].[Na+].CS(C)=O.[CH3:13][C:14]1[N:15]([CH2:39][C:40]2[S:41][CH:42]=[CH:43][CH:44]=2)[C:16](=[O:38])[C:17]([CH2:23][C:24]2[CH:29]=[CH:28][C:27]([C:30]3[C:31]([C:36]#[N:37])=[CH:32][CH:33]=[CH:34][CH:35]=3)=[CH:26][CH:25]=2)=[C:18]([CH2:20][CH2:21][CH3:22])[N:19]=1. Product: [CH3:13][C:14]1[N:15]([CH2:39][C:40]2[S:41][CH:42]=[CH:43][CH:44]=2)[C:16](=[O:38])[C:17]([CH2:23][C:24]2[CH:25]=[CH:26][C:27]([C:30]3[CH:35]=[CH:34][CH:33]=[CH:32][C:31]=3[C:36]3[NH:3][C:4](=[O:7])[O:5][N:37]=3)=[CH:28][CH:29]=2)=[C:18]([CH2:20][CH2:21][CH3:22])[N:19]=1. The catalyst class is: 13. (7) Reactant: C([O:3][C:4]([C:6]1[CH:7]=[N:8][N:9]2[CH:14]=[C:13]([CH2:15][CH2:16][CH2:17][OH:18])[CH:12]=[N:11][C:10]=12)=[O:5])C.Cl. Product: [OH:18][CH2:17][CH2:16][CH2:15][C:13]1[CH:12]=[N:11][C:10]2[N:9]([N:8]=[CH:7][C:6]=2[C:4]([OH:5])=[O:3])[CH:14]=1. The catalyst class is: 74.